Dataset: Full USPTO retrosynthesis dataset with 1.9M reactions from patents (1976-2016). Task: Predict the reactants needed to synthesize the given product. (1) Given the product [NH2:17][C:10]1[S:11][CH2:12][CH:13]2[CH2:14][CH2:15][CH2:16][C@:8]2([C:5]2[CH:6]=[CH:7][C:2]([F:1])=[C:3]([OH:18])[CH:4]=2)[N:9]=1, predict the reactants needed to synthesize it. The reactants are: [F:1][C:2]1[CH:7]=[CH:6][C:5]([C@:8]23[CH2:16][CH2:15][CH2:14][CH:13]2[CH2:12][S:11][C:10]([NH2:17])=[N:9]3)=[CH:4][C:3]=1[O:18]C.B(Br)(Br)Br. (2) Given the product [CH2:1]([O:3][C:4]([C:6]1([C:9]2[CH:10]=[CH:11][C:12]([C:15]3[CH:20]=[CH:19][C:18]([C:21]4[O:25][N:24]=[C:23]([CH3:26])[C:22]=4[NH:27][C:29]4[CH:30]=[N:31][CH:32]=[C:33]([C:35]5[CH:40]=[CH:39][CH:38]=[C:37]([Cl:41])[CH:36]=5)[CH:34]=4)=[CH:17][CH:16]=3)=[CH:13][CH:14]=2)[CH2:8][CH2:7]1)=[O:5])[CH3:2], predict the reactants needed to synthesize it. The reactants are: [CH2:1]([O:3][C:4]([C:6]1([C:9]2[CH:14]=[CH:13][C:12]([C:15]3[CH:20]=[CH:19][C:18]([C:21]4[O:25][N:24]=[C:23]([CH3:26])[C:22]=4[NH2:27])=[CH:17][CH:16]=3)=[CH:11][CH:10]=2)[CH2:8][CH2:7]1)=[O:5])[CH3:2].Br[C:29]1[CH:30]=[N:31][CH:32]=[C:33]([C:35]2[CH:40]=[CH:39][CH:38]=[C:37]([Cl:41])[CH:36]=2)[CH:34]=1. (3) The reactants are: [NH2:1][CH:2]1[CH2:5][N:4]([C:6]([C:8]2[CH:9]=[C:10]([CH:23]=[CH:24][C:25]=2[F:26])[CH2:11][C:12]2[C:21]3[C:16](=[CH:17][CH:18]=[CH:19][CH:20]=3)[C:15](=[O:22])[NH:14][N:13]=2)=[O:7])[CH2:3]1.C(O[C:30]1(O[Si](C)(C)C)[CH2:32][CH2:31]1)C.C(O[BH-](OC(=O)C)OC(=O)C)(=O)C.[Na+]. Given the product [CH:30]1([NH:1][CH:2]2[CH2:3][N:4]([C:6]([C:8]3[CH:9]=[C:10]([CH:23]=[CH:24][C:25]=3[F:26])[CH2:11][C:12]3[C:21]4[C:16](=[CH:17][CH:18]=[CH:19][CH:20]=4)[C:15](=[O:22])[NH:14][N:13]=3)=[O:7])[CH2:5]2)[CH2:32][CH2:31]1, predict the reactants needed to synthesize it. (4) Given the product [CH3:23][N:24]([CH3:25])[C:14]([C:6]1[C:5]2[C:9](=[CH:10][C:2]([Br:1])=[CH:3][CH:4]=2)[N:8]([CH2:11][C:12]#[N:13])[CH:7]=1)=[O:16], predict the reactants needed to synthesize it. The reactants are: [Br:1][C:2]1[CH:10]=[C:9]2[C:5]([C:6]([C:14]([OH:16])=O)=[CH:7][N:8]2[CH2:11][C:12]#[N:13])=[CH:4][CH:3]=1.C(Cl)(=O)C(Cl)=O.[CH3:23][NH:24][CH3:25].O. (5) Given the product [F:20][C:21]([F:34])([C:24]([F:32])([F:33])[C:25]([F:30])([F:31])[C:26]([F:27])([F:29])[F:28])/[CH:22]=[CH:23]/[C:11]1[CH:12]=[CH:13][C:8]([S:7]([F:19])([F:18])([F:17])([F:16])[F:6])=[CH:9][CH:10]=1, predict the reactants needed to synthesize it. The reactants are: F[B-](F)(F)F.[F:6][S:7]([F:19])([F:18])([F:17])([F:16])[C:8]1[CH:13]=[CH:12][C:11]([N+]#N)=[CH:10][CH:9]=1.[F:20][C:21]([F:34])([C:24]([F:33])([F:32])[C:25]([F:31])([F:30])[C:26]([F:29])([F:28])[F:27])[CH:22]=[CH2:23]. (6) Given the product [C:1]([C:3]1[C:12]2[C:7](=[CH:8][CH:9]=[CH:10][CH:11]=2)[CH:6]=[CH:5][C:4]=1[CH2:25][CH2:26][CH2:27][CH2:28][CH2:29][CH2:30][CH2:31][CH2:32][CH2:33][CH3:34])#[CH:2], predict the reactants needed to synthesize it. The reactants are: [C:1]([C:3]1[C:12]2[C:7](=[CH:8][CH:9]=[CH:10][CH:11]=2)[CH:6]=[CH:5][CH:4]=1)#[CH:2].C([Li])CCC.CC(C)([O-])C.[K+].Br[CH2:25][CH2:26][CH2:27][CH2:28][CH2:29][CH2:30][CH2:31][CH2:32][CH2:33][CH3:34]. (7) The reactants are: [CH2:1]([O:5][C:6]1[CH:27]=[C:26]([O:28][CH2:29][CH:30]([CH3:32])[CH3:31])[CH:25]=[CH:24][C:7]=1[C:8]([C:10]1[CH:11]=[CH:12][C:13]([O:19][CH2:20][CH:21]([CH3:23])[CH3:22])=[C:14]([CH:18]=1)[C:15](O)=[O:16])=[O:9])[CH:2]([CH3:4])[CH3:3].C(Cl)(=O)C(Cl)=O.CN(C)C=O.Cl.[CH2:45]([O:47][C:48](=[O:51])[CH2:49][NH2:50])[CH3:46]. Given the product [CH2:1]([O:5][C:6]1[CH:27]=[C:26]([O:28][CH2:29][CH:30]([CH3:32])[CH3:31])[CH:25]=[CH:24][C:7]=1[C:8]([C:10]1[CH:11]=[CH:12][C:13]([O:19][CH2:20][CH:21]([CH3:23])[CH3:22])=[C:14]([CH:18]=1)[C:15]([NH:50][CH2:49][C:48]([O:47][CH2:45][CH3:46])=[O:51])=[O:16])=[O:9])[CH:2]([CH3:4])[CH3:3], predict the reactants needed to synthesize it.